Dataset: Catalyst prediction with 721,799 reactions and 888 catalyst types from USPTO. Task: Predict which catalyst facilitates the given reaction. (1) Reactant: [OH-].[Li+].[N+](C1C=CC(C([O:12][CH:13]([CH:24]([CH3:26])[CH3:25])[C@@H:14]([NH:16][C:17]([O:19][C:20]([CH3:23])([CH3:22])[CH3:21])=[O:18])[CH3:15])=O)=CC=1)([O-])=O. Product: [OH:12][CH:13]([CH:24]([CH3:26])[CH3:25])[C@@H:14]([NH:16][C:17](=[O:18])[O:19][C:20]([CH3:22])([CH3:21])[CH3:23])[CH3:15]. The catalyst class is: 5. (2) Reactant: NC1C2C(=CC(OC)=C(OC)C=2)N=C([NH:16][CH2:17][CH2:18][NH:19][S:20]([C:23]2[CH:28]=[CH:27][C:26]([C:29]([CH3:32])([CH3:31])[CH3:30])=[CH:25][CH:24]=2)(=[O:22])=[O:21])N=1.C(N)CN.C(C1C=CC=CC=1S(Cl)(=O)=O)(C)(C)C. Product: [NH2:16][CH2:17][CH2:18][NH:19][S:20]([C:23]1[CH:28]=[CH:27][C:26]([C:29]([CH3:32])([CH3:31])[CH3:30])=[CH:25][CH:24]=1)(=[O:22])=[O:21]. The catalyst class is: 5. (3) Reactant: [CH3:1][O:2][C:3]1([O:27][CH3:28])[CH2:8][CH2:7][N:6]([C:9]2[CH:14]=[CH:13][C:12]([N:15]3[CH2:19][C@@H:18]([CH2:20][N:21]=[N+]=[N-])[O:17][C:16]3=[O:24])=[CH:11][C:10]=2[F:25])[CH2:5][CH:4]1[F:26]. Product: [CH3:28][O:27][C:3]1([O:2][CH3:1])[CH2:8][CH2:7][N:6]([C:9]2[CH:14]=[CH:13][C:12]([N:15]3[CH2:19][C@H:18]([CH2:20][NH2:21])[O:17][C:16]3=[O:24])=[CH:11][C:10]=2[F:25])[CH2:5][CH:4]1[F:26]. The catalyst class is: 153. (4) Reactant: [Cl:1][C:2]1[CH:7]=[CH:6][C:5]([N:8]2[C:16]([C:17](=[O:20])[NH:18][CH3:19])=[C:15]3[C:10]([CH:11]=[C:12]([N:24]([S:38]([CH3:41])(=[O:40])=[O:39])[CH2:25][CH2:26][CH:27]4[CH2:30][N:29](C(OC(C)(C)C)=O)[CH2:28]4)[C:13]([CH:21]4[CH2:23][CH2:22]4)=[CH:14]3)=[N:9]2)=[CH:4][CH:3]=1.C(O)(C(F)(F)F)=O. Product: [NH:29]1[CH2:30][CH:27]([CH2:26][CH2:25][N:24]([S:38]([CH3:41])(=[O:40])=[O:39])[C:12]2[C:13]([CH:21]3[CH2:22][CH2:23]3)=[CH:14][C:15]3[C:10]([CH:11]=2)=[N:9][N:8]([C:5]2[CH:4]=[CH:3][C:2]([Cl:1])=[CH:7][CH:6]=2)[C:16]=3[C:17]([NH:18][CH3:19])=[O:20])[CH2:28]1. The catalyst class is: 2. (5) Reactant: C(OC(=O)[NH:10][CH2:11][CH:12]1[CH2:17][CH2:16][N:15]([CH2:18][CH2:19][CH2:20][N:21]2[CH:25]=[CH:24][N:23]=[N:22]2)[CH2:14][CH2:13]1)C1C=CC=CC=1.[H][H]. Product: [N:21]1([CH2:20][CH2:19][CH2:18][N:15]2[CH2:14][CH2:13][CH:12]([CH2:11][NH2:10])[CH2:17][CH2:16]2)[CH:25]=[CH:24][N:23]=[N:22]1. The catalyst class is: 43. (6) Reactant: CO[C:3]([C:5]1[C:17](=[O:18])[N:16]([CH2:19][C:20]2[CH:25]=[CH:24][C:23]([F:26])=[CH:22][CH:21]=2)[N:15]2[C:7](=[CH:8][C:9]3[C:14]2=[CH:13][C:12]([C:27]([F:30])([F:29])[F:28])=[CH:11][CH:10]=3)[C:6]=1[OH:31])=[O:4].[NH2:32][CH2:33][C:34]([O-:36])=[O:35].[Na+]. Product: [F:26][C:23]1[CH:24]=[CH:25][C:20]([CH2:19][N:16]2[N:15]3[C:7](=[CH:8][C:9]4[C:14]3=[CH:13][C:12]([C:27]([F:28])([F:29])[F:30])=[CH:11][CH:10]=4)[C:6]([OH:31])=[C:5]([C:3]([NH:32][CH2:33][C:34]([OH:36])=[O:35])=[O:4])[C:17]2=[O:18])=[CH:21][CH:22]=1. The catalyst class is: 141. (7) Reactant: Cl[C:2]1[C:11]2[C:6](=[CH:7][CH:8]=[C:9]([I:12])[CH:10]=2)[N:5]=[CH:4][N:3]=1.[O:13]1[C:18]2[CH:19]=[CH:20][CH:21]=[CH:22][C:17]=2[NH:16][CH2:15][CH2:14]1.C(N(CC)CC)C.N1C2C(=CC=CC=2)C=NC=1. Product: [I:12][C:9]1[CH:10]=[C:11]2[C:6](=[CH:7][CH:8]=1)[N:5]=[CH:4][N:3]=[C:2]2[N:16]1[C:17]2[CH:22]=[CH:21][CH:20]=[CH:19][C:18]=2[O:13][CH2:14][CH2:15]1. The catalyst class is: 12. (8) Reactant: [C:1]([O:5][C:6]([N:8]1[C@@H:12](/[CH:13]=[CH:14]/[C:15]2[CH:20]=[CH:19][C:18]([N+:21]([O-])=O)=[CH:17][CH:16]=2)[CH2:11][O:10][C:9]1([CH3:25])[CH3:24])=[O:7])([CH3:4])([CH3:3])[CH3:2].C([O-])=O.[NH4+]. Product: [C:1]([O:5][C:6]([N:8]1[C@@H:12]([CH2:13][CH2:14][C:15]2[CH:16]=[CH:17][C:18]([NH2:21])=[CH:19][CH:20]=2)[CH2:11][O:10][C:9]1([CH3:25])[CH3:24])=[O:7])([CH3:4])([CH3:2])[CH3:3]. The catalyst class is: 19. (9) Reactant: Br[C:2]1[CH:3]=[C:4]2[C:8](=[C:9]([Cl:11])[CH:10]=1)[C:7](=[O:12])[N:6]([CH2:13][C:14]1[CH:19]=[CH:18][C:17]([O:20][C:21]([F:24])([F:23])[F:22])=[CH:16][CH:15]=1)[CH2:5]2.[C:25]([O:29][C:30]([N:32]1[CH2:37][CH:36]=[C:35](B2OC(C)(C)C(C)(C)O2)[CH2:34][CH2:33]1)=[O:31])([CH3:28])([CH3:27])[CH3:26].C(=O)([O-])[O-].[K+].[K+]. Product: [C:25]([O:29][C:30]([N:32]1[CH2:33][CH:34]=[C:35]([C:2]2[CH:3]=[C:4]3[C:8](=[C:9]([Cl:11])[CH:10]=2)[C:7](=[O:12])[N:6]([CH2:13][C:14]2[CH:19]=[CH:18][C:17]([O:20][C:21]([F:23])([F:22])[F:24])=[CH:16][CH:15]=2)[CH2:5]3)[CH2:36][CH2:37]1)=[O:31])([CH3:28])([CH3:26])[CH3:27]. The catalyst class is: 423.